From a dataset of Reaction yield outcomes from USPTO patents with 853,638 reactions. Predict the reaction yield, written as a fraction of the theoretical maximum amount of product (1.0 means a 100% yield; for example, 0.34 means a 34% yield). (1) The reactants are [C:1]([CH2:4][C:5](=[O:7])[CH3:6])(=O)[CH3:2].[O-]S([O-])(=O)=O.[Na+].[Na+].[CH3:15][N:16]([CH3:21])[CH2:17][CH:18]([NH2:20])[CH3:19]. The catalyst is C1COCC1. The product is [CH3:15][N:16]([CH3:21])[CH2:17][CH:18]([N:20]=[C:1]([CH3:2])[CH2:4][C:5](=[O:7])[CH3:6])[CH3:19]. The yield is 0.740. (2) The reactants are [NH2:1][C:2]1[C:3]([N:11]2[CH2:16][CH2:15][CH2:14][C@H:13]([NH:17]C(=O)OC(C)(C)C)[CH2:12]2)=[C:4]2[CH2:10][CH2:9][CH2:8][C:5]2=[N:6][CH:7]=1.C(OC([NH:32][C:33]1[S:37][C:36]([C:38]2[C:43]([F:44])=[CH:42][CH:41]=[CH:40][C:39]=2[F:45])=[N:35][C:34]=1[C:46](O)=[O:47])=O)(C)(C)C.CN(C(ON1N=NC2C=CC=NC1=2)=[N+](C)C)C.F[P-](F)(F)(F)(F)F.CCN(C(C)C)C(C)C.C(O)(C(F)(F)F)=O. The catalyst is CN(C=O)C. The product is [NH2:32][C:33]1[S:37][C:36]([C:38]2[C:43]([F:44])=[CH:42][CH:41]=[CH:40][C:39]=2[F:45])=[N:35][C:34]=1[C:46]([NH:1][C:2]1[C:3]([N:11]2[CH2:16][CH2:15][CH2:14][C@H:13]([NH2:17])[CH2:12]2)=[C:4]2[CH2:10][CH2:9][CH2:8][C:5]2=[N:6][CH:7]=1)=[O:47]. The yield is 0.350.